Dataset: Experimentally validated miRNA-target interactions with 360,000+ pairs, plus equal number of negative samples. Task: Binary Classification. Given a miRNA mature sequence and a target amino acid sequence, predict their likelihood of interaction. (1) The miRNA is mmu-miR-26a-1-3p with sequence CCUAUUCUUGGUUACUUGCACG. The protein sequence of the target gene is MRFAWAVLLLGPLQLCPLLRCAPQTPREPPAAPGAWRQTIQWENNGQVFSLLSLGAQYQPQRRRDPSATARRPDGDAASQPRTPILLLRDNRTASTRARTPSPSGVAAGRPRPAARHWFQAGFSPSGARDGASRRAANRTASPQPPQLSNLRPPSHIDRMVGDDPYNPYKYSDDNPYYNYYDTYERPRPGSRNRPGYGTGYFQYGLPDLVPDPYYIQASTYVQKMSMYNLRCAAEENCLASSAYRADVRDYDHRVLLRFPQRVKNQGTSDFLPSRPRYSWEWHSCHQHYHSMDEFSHYDL.... Result: 0 (no interaction). (2) The miRNA is hsa-miR-4667-5p with sequence ACUGGGGAGCAGAAGGAGAACC. The protein sequence of the target gene is MLRRPAPALAPAARLLLAGLLCGGGVWAARVNKHKPWLEPTYHGIVTENDNTVLLDPPLIALDKDAPLRFAESFEVTVTKEGEICGFKIHGQNVPFDAVVVDKSTGEGVIRSKEKLDCELQKDYSFTIQAYDCGKGPDGTNVKKSHKATVHIQVNDVNEYAPVFKEKSYKATVIEGKQYDSILRVEAVDADCSPQFSQICSYEIITPDVPFTVDKDGYIKNTEKLNYGKEHQYKLTVTAYDCGKKRATEDVLVKISIKPTCTPGWQGWNNRIEYEPGTGALAVFPNIHLETCDEPVASVQ.... Result: 1 (interaction). (3) The protein sequence of the target gene is MSFGSEHYLCSSSSYRKVFGDGSRLSARLSGAGGAGGFRSQSLSRSNVASSAACSSASSLGLGLAYRRPPASDGLDLSQAAARTNEYKIIRTNEKEQLQGLNDRFAVFIEKVHQLETQNRALEAELAALRQRHAEPSRVGELFQRELRDLRAQLEEASSARSQALLERDGLAEEVQRLRARCEEESRGREGAERALKAQQRDVDGATLARLDLEKKVESLLDELAFVRQVHDEEVAELLATLQASSQAAAEVDVTVAKPDLTSALREIRAQYESLAAKNLQSAEEWYKSKFANLNEQAAR.... The miRNA is kshv-miR-K12-5-3p with sequence UAGGAUGCCUGGAACUUGCCGGU. Result: 0 (no interaction). (4) The miRNA is hsa-miR-6736-5p with sequence CUGGGUGAGGGCAUCUGUGGU. The protein sequence of the target gene is MSTVHEILCKLSLEGDHSTPPSAYGSVKAYTNFDAERDALNIETAIKTKGVDEVTIVNILTNRSNAQRQDIAFAYQRRTKKELASALKSALSGHLETVILGLLKTPAQYDASELKASMKGLGTDEDSLIEIICSRTNQELQEINRVYKEMYKTDLEKDIISDTSGDFRKLMVALAKGRRAEDGSVIDYELIDQDARDLYDAGVKRKGTDVPKWISIMTERSVPHLQKVFDRYKSYSPYDMLESIRKEVKGDLENAFLNLVQCIQNKPLYFADRLYDSMKGKGTRDKVLIRIMVSRSEVDM.... Result: 0 (no interaction).